This data is from Full USPTO retrosynthesis dataset with 1.9M reactions from patents (1976-2016). The task is: Predict the reactants needed to synthesize the given product. Given the product [CH3:17][O:11][C:10](=[O:12])[CH2:9][C:4]1[CH:3]=[C:2]([OH:1])[CH:7]=[C:6]([OH:8])[CH:5]=1, predict the reactants needed to synthesize it. The reactants are: [OH:1][C:2]1[CH:3]=[C:4]([CH2:9][C:10]([OH:12])=[O:11])[CH:5]=[C:6]([OH:8])[CH:7]=1.S(Cl)(Cl)=O.[CH3:17]O.